From a dataset of Catalyst prediction with 721,799 reactions and 888 catalyst types from USPTO. Predict which catalyst facilitates the given reaction. (1) Reactant: [CH3:1][O:2][C:3](=[O:23])[C@H:4]([CH2:21][SH:22])[NH:5][CH2:6][CH:7]=[C:8]([CH2:10][CH2:11][CH:12]=[C:13]([CH2:15][CH2:16][CH:17]=[C:18]([CH3:20])[CH3:19])[CH3:14])[CH3:9].C(N(CC)CC)C.[C:31](Cl)(=[O:40])[CH2:32][CH2:33][C:34]1[CH:39]=[CH:38][CH:37]=[CH:36][CH:35]=1. Product: [CH3:1][O:2][C:3](=[O:23])[C@H:4]([CH2:21][SH:22])[NH:5][CH2:6][CH:7]=[C:8]([CH2:10][CH2:11][CH:12]=[C:13]([CH2:15][CH2:16][CH:17]=[C:18]([CH3:19])[CH3:20])[CH3:14])[CH3:9].[CH3:1][O:2][C:3](=[O:23])[C@H:4]([CH2:21][SH:22])[N:5]([C:31](=[O:40])[CH2:32][CH2:33][C:34]1[CH:39]=[CH:38][CH:37]=[CH:36][CH:35]=1)[CH2:6][CH:7]=[C:8]([CH2:10][CH2:11][CH:12]=[C:13]([CH2:15][CH2:16][CH:17]=[C:18]([CH3:19])[CH3:20])[CH3:14])[CH3:9]. The catalyst class is: 21. (2) Reactant: [H-].[Na+].[C:3]([O:7][C:8]([C:10]1[CH:20]=[C:19]([O:21][CH2:22][C:23]2[CH:28]=[CH:27][CH:26]=[CH:25][CH:24]=2)[C:13]2[CH2:14][CH:15]([CH2:17][OH:18])[O:16][C:12]=2[CH:11]=1)=[O:9])([CH3:6])([CH3:5])[CH3:4].[CH3:29]I. Product: [C:3]([O:7][C:8]([C:10]1[CH:20]=[C:19]([O:21][CH2:22][C:23]2[CH:24]=[CH:25][CH:26]=[CH:27][CH:28]=2)[C:13]2[CH2:14][CH:15]([CH2:17][O:18][CH3:29])[O:16][C:12]=2[CH:11]=1)=[O:9])([CH3:6])([CH3:4])[CH3:5]. The catalyst class is: 1. (3) Reactant: [Cl:1][C:2]1[N:7]=[C:6]2[NH:8][CH:9]=[C:10](/[CH:11]=[C:12]3\[O:13][C:14]4[C:21]([CH2:22][N:23]5[CH2:28][CH2:27][N:26](C(OC(C)(C)C)=O)[CH2:25][CH2:24]5)=[C:20]([OH:36])[CH:19]=[CH:18][C:15]=4[C:16]\3=[O:17])[C:5]2=[CH:4][CH:3]=1.[ClH:37]. Product: [ClH:1].[ClH:37].[ClH:1].[Cl:1][C:2]1[N:7]=[C:6]2[NH:8][CH:9]=[C:10](/[CH:11]=[C:12]3\[O:13][C:14]4[C:21]([CH2:22][N:23]5[CH2:24][CH2:25][NH:26][CH2:27][CH2:28]5)=[C:20]([OH:36])[CH:19]=[CH:18][C:15]=4[C:16]\3=[O:17])[C:5]2=[CH:4][CH:3]=1. The catalyst class is: 135.